From a dataset of Full USPTO retrosynthesis dataset with 1.9M reactions from patents (1976-2016). Predict the reactants needed to synthesize the given product. (1) The reactants are: [C:1]([C:3]1[C:4]([CH3:18])=[CH:5][C:6]([NH:10][C:11](=[O:17])[O:12][C:13]([CH3:16])([CH3:15])[CH3:14])=[N:7][C:8]=1[CH3:9])#[N:2].N.CO.[H][H]. Given the product [NH2:2][CH2:1][C:3]1[C:4]([CH3:18])=[CH:5][C:6]([NH:10][C:11](=[O:17])[O:12][C:13]([CH3:14])([CH3:15])[CH3:16])=[N:7][C:8]=1[CH3:9], predict the reactants needed to synthesize it. (2) Given the product [ClH:1].[Cl:1][C:2]1[CH:7]=[CH:6][C:5]([CH:8]2[CH2:9][CH2:10][N:11]([C:14](=[O:33])[CH2:15]/[CH:16]=[CH:17]/[C:19]3[CH:32]=[CH:31][C:22]4[CH2:23][CH2:24][N:25]([CH:28]([CH3:30])[CH3:29])[CH2:26][CH2:27][C:21]=4[CH:20]=3)[CH2:12][CH2:13]2)=[CH:4][CH:3]=1, predict the reactants needed to synthesize it. The reactants are: [Cl:1][C:2]1[CH:7]=[CH:6][C:5]([CH:8]2[CH2:13][CH2:12][N:11]([C:14](=[O:33])[CH2:15][CH2:16][CH:17]([C:19]3[CH:32]=[CH:31][C:22]4[CH2:23][CH2:24][N:25]([CH:28]([CH3:30])[CH3:29])[CH2:26][CH2:27][C:21]=4[CH:20]=3)O)[CH2:10][CH2:9]2)=[CH:4][CH:3]=1.O.C1(C)C=CC(S(O)(=O)=O)=CC=1.Cl. (3) Given the product [Br:11][C:12]1[CH:17]=[C:16]([F:18])[C:15]([C:19]2[N:9]([CH3:8])[N:10]=[C:21]([CH3:22])[CH:20]=2)=[C:14]([F:25])[CH:13]=1, predict the reactants needed to synthesize it. The reactants are: C(N(CC)CC)C.[CH3:8][NH:9][NH2:10].[Br:11][C:12]1[CH:17]=[C:16]([F:18])[C:15]([C:19](=O)/[CH:20]=[C:21](\O)/[CH3:22])=[C:14]([F:25])[CH:13]=1.